From a dataset of Catalyst prediction with 721,799 reactions and 888 catalyst types from USPTO. Predict which catalyst facilitates the given reaction. (1) Reactant: B(F)(F)F.CCOCC.[CH2:10]([Si](C)(C)C)[CH:11]=[CH2:12].O[CH:18]1[C@@H:26]2[C@@H:21]([C@H:22]3[CH2:27][C@@H:25]2[CH:24]=[CH:23]3)[S:20](=[O:29])(=[O:28])[N:19]1[C:30]1[CH:37]=[CH:36][C:33]([C:34]#[N:35])=[C:32]([C:38]([F:41])([F:40])[F:39])[CH:31]=1. Product: [CH2:12]([C@H:18]1[C@H:26]2[C@H:21]([C@@H:22]3[CH2:27][C@H:25]2[CH:24]=[CH:23]3)[S:20](=[O:29])(=[O:28])[N:19]1[C:30]1[CH:37]=[CH:36][C:33]([C:34]#[N:35])=[C:32]([C:38]([F:41])([F:40])[F:39])[CH:31]=1)[CH:11]=[CH2:10]. The catalyst class is: 2. (2) Reactant: [C:1]([O:6][CH2:7][CH3:8])(=[O:5])[C:2]#[C:3][CH3:4].C(N(CC)CC)C.[OH:16]/[N:17]=[C:18](\Cl)/[C:19]1[CH:24]=[CH:23][CH:22]=[CH:21][C:20]=1[F:25]. Product: [CH2:7]([O:6][C:1]([C:2]1[C:18]([C:19]2[CH:24]=[CH:23][CH:22]=[CH:21][C:20]=2[F:25])=[N:17][O:16][C:3]=1[CH3:4])=[O:5])[CH3:8]. The catalyst class is: 8. (3) Reactant: Cl.[Cl:2][C:3]1[N:4]=[C:5]([N:21]2[CH2:26][CH2:25][O:24][CH2:23][CH2:22]2)[C:6]2[S:11][C:10]([CH2:12][N:13]([CH3:20])[CH2:14][CH:15]3[CH2:19][CH2:18][CH2:17][NH:16]3)=[CH:9][C:7]=2[N:8]=1.C(N(CC)CC)C.[CH3:34][S:35](Cl)(=[O:37])=[O:36]. Product: [Cl:2][C:3]1[N:4]=[C:5]([N:21]2[CH2:22][CH2:23][O:24][CH2:25][CH2:26]2)[C:6]2[S:11][C:10]([CH2:12][N:13]([CH2:14][CH:15]3[CH2:19][CH2:18][CH2:17][N:16]3[S:35]([CH3:34])(=[O:37])=[O:36])[CH3:20])=[CH:9][C:7]=2[N:8]=1. The catalyst class is: 4. (4) Reactant: I.I.[N:3]1([C:10]2[N:14]([CH2:15][C:16]([F:19])([F:18])[F:17])[C:13]3[CH:20]=[CH:21][CH:22]=[CH:23][C:12]=3[N:11]=2)[CH2:9][CH2:8][CH2:7][NH:6][CH2:5][CH2:4]1.[CH3:24][O:25][C:26]1[CH:31]=[CH:30][C:29]([N:32]2[CH:36]=[N:35][N:34]=[N:33]2)=[CH:28][C:27]=1[C:37]([N:39]1[CH2:43][CH2:42][C@:41]([CH2:50][CH2:51]OS(C)(=O)=O)([C:44]2[CH:49]=[CH:48][CH:47]=[CH:46][CH:45]=2)[CH2:40]1)=[O:38].C(N(CC)CC)C. Product: [CH3:24][O:25][C:26]1[CH:31]=[CH:30][C:29]([N:32]2[CH:36]=[N:35][N:34]=[N:33]2)=[CH:28][C:27]=1[C:37]([N:39]1[CH2:43][CH2:42][C@@:41]([C:44]2[CH:49]=[CH:48][CH:47]=[CH:46][CH:45]=2)([CH2:50][CH2:51][N:6]2[CH2:7][CH2:8][CH2:9][N:3]([C:10]3[N:14]([CH2:15][C:16]([F:19])([F:17])[F:18])[C:13]4[CH:20]=[CH:21][CH:22]=[CH:23][C:12]=4[N:11]=3)[CH2:4][CH2:5]2)[CH2:40]1)=[O:38]. The catalyst class is: 10. (5) The catalyst class is: 47. Product: [C:1]([O:5][C:6]([NH:8][CH2:9][CH:10]1[CH2:11][N:12]([C:14]([O:16][CH2:17][C:18]2[CH:22]=[N:21][N:20]([CH2:23][C@@H:24]3[C@H:27]([NH:28][C:29]([O:31][CH2:32][C:33]4[CH:34]=[CH:35][CH:36]=[CH:37][CH:38]=4)=[O:30])[C:26](=[O:39])[NH:25]3)[N:19]=2)=[O:15])[CH2:13]1)=[O:7])([CH3:4])([CH3:2])[CH3:3]. Reactant: [C:1]([O:5][C:6]([NH:8][CH2:9][CH:10]1[CH2:13][N:12]([C:14]([O:16][CH2:17][C:18]2[CH:22]=[N:21][N:20]([CH2:23][C@@H:24]3[C@H:27]([NH:28][C:29]([O:31][CH2:32][C:33]4[CH:38]=[CH:37][CH:36]=[CH:35][CH:34]=4)=[O:30])[C:26](=[O:39])[N:25]3CC3C=CC(OC)=CC=3OC)[N:19]=2)=[O:15])[CH2:11]1)=[O:7])([CH3:4])([CH3:3])[CH3:2].OP([O-])([O-])=O.[K+].[K+]. (6) The catalyst class is: 47. Reactant: [C:1]([C:5]1[CH:10]=[CH:9][C:8]([N:11]2[CH2:16][CH2:15][C:14](=[O:17])[CH:13](C(OC)=O)[C:12]2=[O:22])=[CH:7][CH:6]=1)([CH3:4])([CH3:3])[CH3:2]. Product: [C:1]([C:5]1[CH:6]=[CH:7][C:8]([N:11]2[CH2:16][CH2:15][C:14](=[O:17])[CH2:13][C:12]2=[O:22])=[CH:9][CH:10]=1)([CH3:4])([CH3:2])[CH3:3]. (7) Reactant: [N+:1]([C:4]1[CH:5]=[N:6][N:7]([C:9]2[CH:14]=[CH:13][C:12]([CH3:15])=[CH:11][CH:10]=2)[CH:8]=1)([O-])=O. Product: [NH2:1][C:4]1[CH:5]=[N:6][N:7]([C:9]2[CH:14]=[CH:13][C:12]([CH3:15])=[CH:11][CH:10]=2)[CH:8]=1. The catalyst class is: 29.